Predict the reaction yield, written as a fraction of the theoretical maximum amount of product (1.0 means a 100% yield; for example, 0.34 means a 34% yield). From a dataset of Reaction yield outcomes from USPTO patents with 853,638 reactions. (1) The reactants are C([O:8][C:9]1[CH:14]=[CH:13][C:12](/[CH:15]=[CH:16]/[CH2:17][CH:18]2[O:22][CH2:21][CH2:20][O:19]2)=[CH:11][CH:10]=1)C1C=CC=CC=1. The catalyst is [C].[Pd].O1CCCC1. The product is [OH:8][C:9]1[CH:14]=[CH:13][C:12]([CH2:15][CH2:16][CH2:17][CH:18]2[O:19][CH2:20][CH2:21][O:22]2)=[CH:11][CH:10]=1. The yield is 0.880. (2) The reactants are [Br:1][C:2]1[CH:7]=[C:6]([O:8][C:9]2[CH:14]=[CH:13][C:12]([S:15]([CH3:18])(=[O:17])=[O:16])=[CH:11][CH:10]=2)[CH:5]=[C:4]([O:19]C)[CH:3]=1.B(Br)(Br)Br.C(=O)([O-])O.[Na+]. The catalyst is ClCCl. The product is [Br:1][C:2]1[CH:3]=[C:4]([OH:19])[CH:5]=[C:6]([O:8][C:9]2[CH:10]=[CH:11][C:12]([S:15]([CH3:18])(=[O:16])=[O:17])=[CH:13][CH:14]=2)[CH:7]=1. The yield is 0.960. (3) The reactants are [CH3:1][C:2]1[CH:6]=[CH:5][S:4][C:3]=1[C:7]1[CH2:12][N:11]([C:13]([O:15][C:16]([CH3:19])([CH3:18])[CH3:17])=[O:14])[CH2:10][CH2:9][C:8]=1[C:20]([O:22][CH2:23][CH3:24])=[O:21].[Mg].[Cl-].[NH4+]. The catalyst is CO. The product is [CH3:1][C:2]1[CH:6]=[CH:5][S:4][C:3]=1[C@@H:7]1[C@@H:8]([C:20]([O:22][CH2:23][CH3:24])=[O:21])[CH2:9][CH2:10][N:11]([C:13]([O:15][C:16]([CH3:17])([CH3:19])[CH3:18])=[O:14])[CH2:12]1. The yield is 0.640. (4) The reactants are [CH2:1]([C:3]1[C:4]([O:25]C)=[CH:5][C:6]([O:23]C)=[C:7]([N:9]2[C:13]3[CH:14]=[CH:15][C:16]([C:18]([F:21])([F:20])[F:19])=[CH:17][C:12]=3[NH:11][C:10]2=[O:22])[CH:8]=1)[CH3:2].B(Br)(Br)Br.C(=O)([O-])O. The catalyst is ClCCl. The product is [CH2:1]([C:3]1[C:4]([OH:25])=[CH:5][C:6]([OH:23])=[C:7]([N:9]2[C:13]3[CH:14]=[CH:15][C:16]([C:18]([F:21])([F:20])[F:19])=[CH:17][C:12]=3[NH:11][C:10]2=[O:22])[CH:8]=1)[CH3:2]. The yield is 0.690.